From a dataset of Full USPTO retrosynthesis dataset with 1.9M reactions from patents (1976-2016). Predict the reactants needed to synthesize the given product. (1) Given the product [Cl:6][C:7]1[CH:8]=[CH:9][C:10]([CH2:22][CH:32]([NH:31][C:28]2[CH:29]=[CH:30][C:25]([O:24][CH3:23])=[CH:26][CH:27]=2)[C:33]([F:35])([F:34])[F:36])=[C:11]([CH:21]=1)[CH2:12][NH:13][C:14](=[O:20])[O:15][C:16]([CH3:17])([CH3:18])[CH3:19], predict the reactants needed to synthesize it. The reactants are: C([Li])(CC)C.[Cl:6][C:7]1[CH:8]=[CH:9][C:10]([CH3:22])=[C:11]([CH:21]=1)[CH2:12][NH:13][C:14](=[O:20])[O:15][C:16]([CH3:19])([CH3:18])[CH3:17].[CH3:23][O:24][C:25]1[CH:30]=[CH:29][C:28]([N:31]=[CH:32][C:33]([F:36])([F:35])[F:34])=[CH:27][CH:26]=1. (2) Given the product [Cl:1][CH2:2][CH2:3][C:4]1[C:9](=[O:10])[N:8]2[CH2:11][CH2:12][CH2:13][CH:14]([OH:15])[C:7]2=[N:6][C:5]=1[CH3:23], predict the reactants needed to synthesize it. The reactants are: [Cl:1][CH2:2][CH2:3][C:4]1[C:9](=[O:10])[N:8]2[CH:11]=[CH:12][CH:13]=[C:14]([O:15]CC3C=CC=CC=3)[C:7]2=[N:6][C:5]=1[CH3:23].P(=O)(O)(O)O.[H][H].